This data is from Reaction yield outcomes from USPTO patents with 853,638 reactions. The task is: Predict the reaction yield, written as a fraction of the theoretical maximum amount of product (1.0 means a 100% yield; for example, 0.34 means a 34% yield). (1) The reactants are [NH2:1][C:2]1[CH:3]=[N:4][N:5]([CH2:15][CH:16]([F:18])[F:17])[C:6]=1[N:7]1[CH2:13][CH2:12][CH2:11][CH:10]([OH:14])[CH2:9][CH2:8]1.[Br:19][C:20]1[S:21][C:22]([NH:28][C:29]([O:31][C:32]([CH3:35])([CH3:34])[CH3:33])=[O:30])=[C:23]([C:25](O)=[O:26])[N:24]=1. No catalyst specified. The product is [Br:19][C:20]1[S:21][C:22]([NH:28][C:29](=[O:30])[O:31][C:32]([CH3:34])([CH3:33])[CH3:35])=[C:23]([C:25](=[O:26])[NH:1][C:2]2[CH:3]=[N:4][N:5]([CH2:15][CH:16]([F:18])[F:17])[C:6]=2[N:7]2[CH2:13][CH2:12][CH2:11][CH:10]([OH:14])[CH2:9][CH2:8]2)[N:24]=1. The yield is 0.690. (2) The reactants are Cl.[CH3:2][O:3][C:4]1[CH:5]=[C:6](N)[CH:7]=[C:8]([C:10]([F:13])([F:12])[F:11])[CH:9]=1.N([O-])=O.[Na+].[I-:19].[K+].C([O-])([O-])=O.[Na+].[Na+]. The product is [I:19][C:6]1[CH:7]=[C:8]([C:10]([F:13])([F:12])[F:11])[CH:9]=[C:4]([O:3][CH3:2])[CH:5]=1. The catalyst is C1COCC1. The yield is 0.530. (3) The reactants are [N:1]1([C:7]([C:9]2[CH:14]=[CH:13][CH:12]=[C:11]([C:15]3[CH:16]=[C:17]4[CH:23]=[N:22][NH:21][C:18]4=[N:19][CH:20]=3)[CH:10]=2)=[O:8])[CH2:6][CH2:5][O:4][CH2:3][CH2:2]1.[I:24]N1C(=O)CCC1=O. The catalyst is ClC(Cl)C.ClCCl. The product is [I:24][C:23]1[C:17]2[C:18](=[N:19][CH:20]=[C:15]([C:11]3[CH:10]=[C:9]([C:7]([N:1]4[CH2:2][CH2:3][O:4][CH2:5][CH2:6]4)=[O:8])[CH:14]=[CH:13][CH:12]=3)[CH:16]=2)[NH:21][N:22]=1. The yield is 0.880. (4) The reactants are [Br:1][C:2]1[CH:3]=[C:4]([NH:13][CH:14]2[CH2:18][CH2:17][CH2:16][CH2:15]2)[C:5]([CH3:12])=[C:6]([CH:11]=1)[C:7]([O:9][CH3:10])=[O:8].[C:19](=O)([O-])[O-].[Cs+].[Cs+].CI. The catalyst is C(#N)C. The product is [Br:1][C:2]1[CH:3]=[C:4]([N:13]([CH:14]2[CH2:18][CH2:17][CH2:16][CH2:15]2)[CH3:19])[C:5]([CH3:12])=[C:6]([CH:11]=1)[C:7]([O:9][CH3:10])=[O:8]. The yield is 0.820. (5) The reactants are [F:1][C:2]1[CH:7]=[C:6]([F:8])[CH:5]=[CH:4][C:3]=1[C:9]([OH:30])([CH2:24][N:25]1[CH:29]=[N:28][N:27]=[N:26]1)[C:10]([F:23])([F:22])[C:11]1[CH:16]=[CH:15][C:14](/[CH:17]=[CH:18]/[CH2:19][O:20][CH3:21])=[CH:13][N:12]=1. The catalyst is CCO.[Pd]. The product is [F:1][C:2]1[CH:7]=[C:6]([F:8])[CH:5]=[CH:4][C:3]=1[C:9]([OH:30])([CH2:24][N:25]1[CH:29]=[N:28][N:27]=[N:26]1)[C:10]([F:22])([F:23])[C:11]1[CH:16]=[CH:15][C:14]([CH2:17][CH2:18][CH2:19][O:20][CH3:21])=[CH:13][N:12]=1. The yield is 0.770. (6) The reactants are I[C:2]1[CH:3]=[C:4]2[C:9](=[CH:10][CH:11]=1)[O:8][CH2:7][CH2:6][CH:5]2[OH:12].C(Cl)Cl.[CH2:16]([Mg]Br)[C:17]([CH3:20])([CH3:19])[CH3:18]. The catalyst is C1COCC1.C1C=CC(P(C2C=CC=CC=2)[C-]2C=CC=C2)=CC=1.C1C=CC(P(C2C=CC=CC=2)[C-]2C=CC=C2)=CC=1.Cl[Pd]Cl.[Fe+2]. The product is [CH2:16]([C:2]1[CH:3]=[C:4]2[C:9](=[CH:10][CH:11]=1)[O:8][CH2:7][CH2:6][CH:5]2[OH:12])[C:17]([CH3:20])([CH3:19])[CH3:18]. The yield is 0.460. (7) The reactants are [Cl:1][C:2]1[CH:10]=[CH:9][C:8]([CH3:11])=[CH:7][C:3]=1[C:4]([OH:6])=[O:5].[CH3:12]O. The catalyst is S(=O)(=O)(O)O. The product is [Cl:1][C:2]1[CH:10]=[CH:9][C:8]([CH3:11])=[CH:7][C:3]=1[C:4]([O:6][CH3:12])=[O:5]. The yield is 0.710. (8) The reactants are Br[C:2]1[CH:10]=[C:9]2[C:5]([CH2:6][C:7](=[O:11])[NH:8]2)=[CH:4][CH:3]=1.[C:12]([Zn]C#N)#[N:13].O. The catalyst is CN(C=O)C.C1(P(C2C=CC=CC=2)C2C=CC=CC=2)C=CC=CC=1.C1(P(C2C=CC=CC=2)C2C=CC=CC=2)C=CC=CC=1.C1(P(C2C=CC=CC=2)C2C=CC=CC=2)C=CC=CC=1.C1(P(C2C=CC=CC=2)C2C=CC=CC=2)C=CC=CC=1.[Pd]. The product is [O:11]=[C:7]1[CH2:6][C:5]2[C:9](=[CH:10][C:2]([C:12]#[N:13])=[CH:3][CH:4]=2)[NH:8]1. The yield is 0.800.